From a dataset of Reaction yield outcomes from USPTO patents with 853,638 reactions. Predict the reaction yield, written as a fraction of the theoretical maximum amount of product (1.0 means a 100% yield; for example, 0.34 means a 34% yield). The reactants are [NH2:1][C:2]1[S:3][C:4]2[CH:10]=[C:9]([OH:11])[CH:8]=[CH:7][C:5]=2[N:6]=1.Br[CH2:13][C:14]([C:16]1[CH:21]=[CH:20][C:19]([N+:22]([O-:24])=[O:23])=[CH:18][CH:17]=1)=O. The catalyst is CC(O)C. The product is [N+:22]([C:19]1[CH:20]=[CH:21][C:16]([C:14]2[N:1]=[C:2]3[N:6]([CH:13]=2)[C:5]2[CH:7]=[CH:8][C:9]([OH:11])=[CH:10][C:4]=2[S:3]3)=[CH:17][CH:18]=1)([O-:24])=[O:23]. The yield is 0.650.